This data is from Reaction yield outcomes from USPTO patents with 853,638 reactions. The task is: Predict the reaction yield, written as a fraction of the theoretical maximum amount of product (1.0 means a 100% yield; for example, 0.34 means a 34% yield). (1) The reactants are [CH:1]12[NH:8][CH:5]([CH2:6][CH2:7]1)[CH2:4][CH:3]([C:9]1[N:13]=[C:12]([NH:14][C:15]3[C:20]([O:21][C:22]4[C:23]([CH3:28])=[N:24][CH:25]=[CH:26][CH:27]=4)=[CH:19][C:18]([S:29][CH2:30][CH2:31][O:32][CH3:33])=[CH:17][N:16]=3)[S:11][N:10]=1)[CH2:2]2.C(N(CC)CC)C.[C:41](OC(=O)C)(=[O:43])[CH3:42].[ClH:48]. The catalyst is C1COCC1. The product is [ClH:48].[CH3:33][O:32][CH2:31][CH2:30][S:29][C:18]1[CH:19]=[C:20]([O:21][C:22]2[C:23]([CH3:28])=[N:24][CH:25]=[CH:26][CH:27]=2)[C:15]([NH:14][C:12]2[S:11][N:10]=[C:9]([CH:3]3[CH2:2][CH:1]4[N:8]([C:41](=[O:43])[CH3:42])[CH:5]([CH2:6][CH2:7]4)[CH2:4]3)[N:13]=2)=[N:16][CH:17]=1. The yield is 0.821. (2) The reactants are [CH2:1]([N:8]1[CH2:12][CH2:11][C@@H:10](O)[CH2:9]1)[C:2]1[CH:7]=[CH:6][CH:5]=[CH:4][CH:3]=1.S(C1C=CC(C)=CC=1)([O-])(=O)=O.[F-:25].C([N+](CCCC)(CCCC)CCCC)CCC.O. The catalyst is C1COCC1. The product is [CH2:1]([N:8]1[CH2:12][CH2:11][C@H:10]([F:25])[CH2:9]1)[C:2]1[CH:7]=[CH:6][CH:5]=[CH:4][CH:3]=1. The yield is 0.710. (3) The reactants are [Br:1][C:2]1[CH:3]=[C:4]([N:13]([CH:19]2[CH2:24][CH2:23][O:22][CH2:21][CH2:20]2)[CH2:14][C:15]([F:18])([F:17])[F:16])[C:5]([CH3:12])=[C:6]([CH:11]=1)[C:7](OC)=[O:8].CN(C(ON1N=NC2C=CC=NC1=2)=[N+](C)C)C.F[P-](F)(F)(F)(F)F.CCN(C(C)C)C(C)C.[NH2:58][CH2:59][C:60]1[C:61](=[O:68])[NH:62][C:63]([CH3:67])=[CH:64][C:65]=1[CH3:66]. The catalyst is CN(C=O)C. The product is [Br:1][C:2]1[CH:3]=[C:4]([N:13]([CH:19]2[CH2:20][CH2:21][O:22][CH2:23][CH2:24]2)[CH2:14][C:15]([F:16])([F:17])[F:18])[C:5]([CH3:12])=[C:6]([CH:11]=1)[C:7]([NH:58][CH2:59][C:60]1[C:61](=[O:68])[NH:62][C:63]([CH3:67])=[CH:64][C:65]=1[CH3:66])=[O:8]. The yield is 0.740. (4) The reactants are [F:1][C:2]1[CH:30]=[CH:29][C:5]2[N:6]([CH:10]3[CH2:15][CH2:14][N:13]([C:16]4([CH3:28])[CH2:20][CH2:19][N:18]([C:21]([O:23]C(C)(C)C)=[O:22])[CH2:17]4)[CH2:12][CH2:11]3)[C:7](=[O:9])[NH:8][C:4]=2[CH:3]=1.C(Cl)(=O)O[CH2:33][C:34]#[CH:35]. No catalyst specified. The product is [F:1][C:2]1[CH:30]=[CH:29][C:5]2[N:6]([CH:10]3[CH2:15][CH2:14][N:13]([C:16]4([CH3:28])[CH2:20][CH2:19][N:18]([C:21]([O:23][CH2:35][C:34]#[CH:33])=[O:22])[CH2:17]4)[CH2:12][CH2:11]3)[C:7](=[O:9])[NH:8][C:4]=2[CH:3]=1. The yield is 0.566. (5) The reactants are [Br:1][C:2]1[CH:11]=[C:10]2[C:5]([CH:6]=[CH:7][C:8](=O)[NH:9]2)=[N:4][CH:3]=1.O=P(Cl)(Cl)[Cl:15]. No catalyst specified. The product is [Br:1][C:2]1[CH:11]=[C:10]2[C:5]([CH:6]=[CH:7][C:8]([Cl:15])=[N:9]2)=[N:4][CH:3]=1. The yield is 0.629. (6) The reactants are [N:1]1([C:10](=[O:12])[CH3:11])[C:9]2[C:4](=[CH:5][CH:6]=[CH:7][CH:8]=2)[CH2:3][CH2:2]1.[Br:13]Br. The catalyst is C(O)(=O)C. The yield is 0.960. The product is [Br:13][C:6]1[CH:5]=[C:4]2[C:9](=[CH:8][CH:7]=1)[N:1]([C:10](=[O:12])[CH3:11])[CH2:2][CH2:3]2.